This data is from Forward reaction prediction with 1.9M reactions from USPTO patents (1976-2016). The task is: Predict the product of the given reaction. (1) Given the reactants Cl[C:2]1[CH:7]=[C:6]([CH3:8])[N:5]=[C:4]([C:9]2[CH:14]=[CH:13][CH:12]=[CH:11][N:10]=2)[N:3]=1.[CH:15]([O:18][C:19]1[CH:20]=[C:21]([CH:23]=[CH:24][CH:25]=1)[NH2:22])([CH3:17])[CH3:16], predict the reaction product. The product is: [CH:15]([O:18][C:19]1[CH:20]=[C:21]([CH:23]=[CH:24][CH:25]=1)[NH:22][C:2]1[CH:7]=[C:6]([CH3:8])[N:5]=[C:4]([C:9]2[CH:14]=[CH:13][CH:12]=[CH:11][N:10]=2)[N:3]=1)([CH3:17])[CH3:16]. (2) The product is: [CH2:33]([C:35]1[C:36]([NH:45][C@H:46]2[CH2:50][CH2:49][CH2:48][C@@H:47]2[NH:51][C:19]([C:21]2[C:26]([N:27]3[N:31]=[CH:30][CH:29]=[N:28]3)=[CH:25][CH:24]=[CH:23][N:22]=2)=[O:20])=[N:37][CH:38]=[C:39]([C:41]([F:44])([F:42])[F:43])[N:40]=1)[CH3:34]. Given the reactants ClC1C(N[C@H]2CCC[C@@H]2N[C:19]([C:21]2[C:26]([N:27]3[N:31]=[CH:30][CH:29]=[N:28]3)=[CH:25][CH:24]=[CH:23][N:22]=2)=[O:20])=NC=C(C(F)(F)F)C=1.Cl.[CH2:33]([C:35]1[C:36]([NH:45][C@H:46]2[CH2:50][CH2:49][CH2:48][C@@H:47]2[NH2:51])=[N:37][CH:38]=[C:39]([C:41]([F:44])([F:43])[F:42])[N:40]=1)[CH3:34].N1N(C2C(C(O)=O)=NC=CC=2)N=CC=1, predict the reaction product. (3) Given the reactants [CH2:1]([N:8]1[CH:17]=[C:16]([CH2:18][C:19]2[C:27]3[C:22](=[CH:23][CH:24]=[CH:25][CH:26]=3)[N:21]([CH2:28][C:29]([O:31]C)=[O:30])[C:20]=2[CH3:33])[C:15]2[C:10](=[CH:11][CH:12]=[CH:13][CH:14]=2)[C:9]1=[O:34])[C:2]1[CH:7]=[CH:6][CH:5]=[CH:4][CH:3]=1.C1COCC1.[OH-].[Li+].Cl, predict the reaction product. The product is: [CH2:1]([N:8]1[CH:17]=[C:16]([CH2:18][C:19]2[C:27]3[C:22](=[CH:23][CH:24]=[CH:25][CH:26]=3)[N:21]([CH2:28][C:29]([OH:31])=[O:30])[C:20]=2[CH3:33])[C:15]2[C:10](=[CH:11][CH:12]=[CH:13][CH:14]=2)[C:9]1=[O:34])[C:2]1[CH:7]=[CH:6][CH:5]=[CH:4][CH:3]=1. (4) Given the reactants C(=O)([O-])O.[Na+].[S:6]=[C:7]1[NH:12][C:11]2[CH:13]=[CH:14][NH:15][C:10]=2[C:9](=[O:16])[N:8]1[C:17]1[CH:22]=[CH:21][C:20]([O:23][CH2:24][C:25]([F:28])([F:27])[F:26])=[CH:19][CH:18]=1.Br[CH2:30][CH2:31][OH:32].[I-].[Na+], predict the reaction product. The product is: [OH:32][CH2:31][CH2:30][S:6][C:7]1[N:8]([C:17]2[CH:18]=[CH:19][C:20]([O:23][CH2:24][C:25]([F:28])([F:27])[F:26])=[CH:21][CH:22]=2)[C:9](=[O:16])[C:10]2[NH:15][CH:14]=[CH:13][C:11]=2[N:12]=1. (5) Given the reactants Br[C:2]1[N:7]=[C:6]2[NH:8][N:9]=[C:10]([C:11]3[CH:16]=[CH:15][CH:14]=[CH:13][CH:12]=3)[C:5]2=[C:4]([C:17]([F:20])([F:19])[F:18])[CH:3]=1.C([O:23][C:24]([C:26]1[CH:27]=[C:28](B(O)O)[CH:29]=[CH:30][C:31]=1[F:32])=[O:25])C.C(=O)([O-])[O-].[Cs+].[Cs+].CN(C=O)C.[OH-].[Na+], predict the reaction product. The product is: [F:32][C:31]1[CH:30]=[CH:29][C:28]([C:2]2[N:7]=[C:6]3[NH:8][N:9]=[C:10]([C:11]4[CH:16]=[CH:15][CH:14]=[CH:13][CH:12]=4)[C:5]3=[C:4]([C:17]([F:20])([F:19])[F:18])[CH:3]=2)=[CH:27][C:26]=1[C:24]([OH:25])=[O:23]. (6) Given the reactants [NH:1]1[C:5]2[CH:6]=[C:7]([N:10]3[CH:14]([C:15]4[CH:20]=[CH:19][CH:18]=[C:17]([F:21])[C:16]=4[F:22])[C:13]([CH3:23])=[C:12]([O:24][CH3:25])[C:11]3=[O:26])[CH:8]=[CH:9][C:4]=2[N:3]=[CH:2]1.C([O-])(=O)C.[NH4+], predict the reaction product. The product is: [NH:1]1[C:5]2[CH:6]=[C:7]([N:10]3[C@H:14]([C:15]4[CH:20]=[CH:19][CH:18]=[C:17]([F:21])[C:16]=4[F:22])[C:13]([CH3:23])=[C:12]([O:24][CH3:25])[C:11]3=[O:26])[CH:8]=[CH:9][C:4]=2[N:3]=[CH:2]1. (7) Given the reactants Cl[C:2]1[N:7]=[C:6]([C:8]2[C:16]([C:17]3[C:26]4[C:21](=[CH:22][CH:23]=[CH:24][CH:25]=4)[N:20]=[CH:19][CH:18]=3)=[C:11]3[CH:12]=[CH:13][CH:14]=[CH:15][N:10]3[N:9]=2)[CH:5]=[CH:4][CH:3]=1.[C:27]1(C)C=CC=C[CH:28]=1, predict the reaction product. The product is: [CH:27]([C:2]1[N:7]=[C:6]([C:8]2[C:16]([C:17]3[C:26]4[C:21](=[CH:22][CH:23]=[CH:24][CH:25]=4)[N:20]=[CH:19][CH:18]=3)=[C:11]3[CH:12]=[CH:13][CH:14]=[CH:15][N:10]3[N:9]=2)[CH:5]=[CH:4][CH:3]=1)=[CH2:28]. (8) Given the reactants [NH:1]1[CH2:5][CH2:4][CH2:3][C@@H:2]1[CH2:6][O:7][C:8]1[C:9]([C:14]([O:16][CH2:17][CH3:18])=[O:15])=[N:10][CH:11]=[CH:12][CH:13]=1.[F:19][C:20]([F:31])([F:30])[C@H:21]1[CH2:26][CH2:25][C@H:24]([C:27](O)=[O:28])[CH2:23][CH2:22]1.COC1C=C(OC[C@H]2CCCN2C([C@H]2CC[C@H](C(F)(F)F)CC2)=O)C(C(O)=O)=NC=1, predict the reaction product. The product is: [F:19][C:20]([F:30])([F:31])[C@H:21]1[CH2:22][CH2:23][C@H:24]([C:27]([N:1]2[CH2:5][CH2:4][CH2:3][C@@H:2]2[CH2:6][O:7][C:8]2[C:9]([C:14]([O:16][CH2:17][CH3:18])=[O:15])=[N:10][CH:11]=[CH:12][CH:13]=2)=[O:28])[CH2:25][CH2:26]1.